This data is from Full USPTO retrosynthesis dataset with 1.9M reactions from patents (1976-2016). The task is: Predict the reactants needed to synthesize the given product. The reactants are: [CH2:1]([O:3][C:4]([C@H:6]1[O:8][C@@H:7]1[C:9]([OH:11])=O)=[O:5])[CH3:2].[CH3:12][O:13][C@@H:14]([C@@H:21]([NH2:26])[CH2:22][CH:23]([CH3:25])[CH3:24])[C:15]1[CH:20]=[CH:19][CH:18]=[CH:17][CH:16]=1. Given the product [CH3:12][O:13][C@@H:14]([C@@H:21]([NH:26][C:9]([C@H:7]1[O:8][C@@H:6]1[C:4]([O:3][CH2:1][CH3:2])=[O:5])=[O:11])[CH2:22][CH:23]([CH3:24])[CH3:25])[C:15]1[CH:16]=[CH:17][CH:18]=[CH:19][CH:20]=1, predict the reactants needed to synthesize it.